This data is from NCI-60 drug combinations with 297,098 pairs across 59 cell lines. The task is: Regression. Given two drug SMILES strings and cell line genomic features, predict the synergy score measuring deviation from expected non-interaction effect. (1) Drug 2: C(CC(=O)O)C(=O)CN.Cl. Drug 1: C1=NC2=C(N=C(N=C2N1C3C(C(C(O3)CO)O)F)Cl)N. Synergy scores: CSS=11.5, Synergy_ZIP=-4.20, Synergy_Bliss=-2.18, Synergy_Loewe=-3.96, Synergy_HSA=-1.19. Cell line: SN12C. (2) Drug 1: C1=NC(=NC(=O)N1C2C(C(C(O2)CO)O)O)N. Drug 2: CC12CCC3C(C1CCC2O)C(CC4=C3C=CC(=C4)O)CCCCCCCCCS(=O)CCCC(C(F)(F)F)(F)F. Cell line: IGROV1. Synergy scores: CSS=2.93, Synergy_ZIP=-0.536, Synergy_Bliss=0.952, Synergy_Loewe=1.51, Synergy_HSA=0.796. (3) Drug 1: C1=C(C(=O)NC(=O)N1)N(CCCl)CCCl. Drug 2: CC1=C(C(=CC=C1)Cl)NC(=O)C2=CN=C(S2)NC3=CC(=NC(=N3)C)N4CCN(CC4)CCO. Cell line: NCI-H322M. Synergy scores: CSS=16.8, Synergy_ZIP=-3.99, Synergy_Bliss=1.88, Synergy_Loewe=-11.1, Synergy_HSA=1.25. (4) Drug 1: CC1=CC2C(CCC3(C2CCC3(C(=O)C)OC(=O)C)C)C4(C1=CC(=O)CC4)C. Drug 2: C1CCC(C(C1)N)N.C(=O)(C(=O)[O-])[O-].[Pt+4]. Cell line: BT-549. Synergy scores: CSS=-3.80, Synergy_ZIP=-2.32, Synergy_Bliss=-6.60, Synergy_Loewe=-21.4, Synergy_HSA=-8.87.